Dataset: Acute oral toxicity (LD50) regression data from Zhu et al.. Task: Regression/Classification. Given a drug SMILES string, predict its toxicity properties. Task type varies by dataset: regression for continuous values (e.g., LD50, hERG inhibition percentage) or binary classification for toxic/non-toxic outcomes (e.g., AMES mutagenicity, cardiotoxicity, hepatotoxicity). Dataset: ld50_zhu. (1) The molecule is Ic1ccc(Nc2nnc(CCN3c4ccccc4Sc4ccccc43)s2)cc1. The rat oral LD50 is 2.23, given as -log10 of the dose in mol/kg body weight (higher means more acutely toxic). (2) The drug is CC(C)Nc1nc(Cl)nc(NC(C)C)n1. The rat oral LD50 is 1.78, given as -log10 of the dose in mol/kg body weight (higher means more acutely toxic). (3) The drug is Cc1cccc(C)c1. The rat oral LD50 is 1.33, given as -log10 of the dose in mol/kg body weight (higher means more acutely toxic). (4) The compound is CCOc1ccc([N+](=O)[O-])cc1CNCCBr. The rat oral LD50 is 4.08, given as -log10 of the dose in mol/kg body weight (higher means more acutely toxic). (5) The drug is Cc1cc(O)cc(O)c1. The rat oral LD50 is 2.17, given as -log10 of the dose in mol/kg body weight (higher means more acutely toxic). (6) The drug is O=[N+]([O-])c1ccc2[nH]c(C(F)(F)F)nc2c1. The rat oral LD50 is 4.80, given as -log10 of the dose in mol/kg body weight (higher means more acutely toxic). (7) The molecule is CCOC(=O)C1C(C=C(C)C)C1(C)C. The rat oral LD50 is 1.88, given as -log10 of the dose in mol/kg body weight (higher means more acutely toxic). (8) The molecule is C[SiH](Cl)Cl. The rat oral LD50 is 1.57, given as -log10 of the dose in mol/kg body weight (higher means more acutely toxic). (9) The molecule is CCC(C)c1ccc(O)cc1. The rat oral LD50 is 1.79, given as -log10 of the dose in mol/kg body weight (higher means more acutely toxic). (10) The rat oral LD50 is 1.99, given as -log10 of the dose in mol/kg body weight (higher means more acutely toxic). The drug is CC(=O)Nc1ccc(C(=O)CCl)cc1.